Dataset: NCI-60 drug combinations with 297,098 pairs across 59 cell lines. Task: Regression. Given two drug SMILES strings and cell line genomic features, predict the synergy score measuring deviation from expected non-interaction effect. (1) Drug 1: C1=CC=C(C(=C1)C(C2=CC=C(C=C2)Cl)C(Cl)Cl)Cl. Drug 2: C#CCC(CC1=CN=C2C(=N1)C(=NC(=N2)N)N)C3=CC=C(C=C3)C(=O)NC(CCC(=O)O)C(=O)O. Cell line: SW-620. Synergy scores: CSS=-3.75, Synergy_ZIP=1.36, Synergy_Bliss=-0.218, Synergy_Loewe=-5.97, Synergy_HSA=-3.61. (2) Drug 1: COC1=C(C=C2C(=C1)N=CN=C2NC3=CC(=C(C=C3)F)Cl)OCCCN4CCOCC4. Drug 2: C1=CC=C(C(=C1)C(C2=CC=C(C=C2)Cl)C(Cl)Cl)Cl. Cell line: KM12. Synergy scores: CSS=26.4, Synergy_ZIP=3.92, Synergy_Bliss=9.35, Synergy_Loewe=5.93, Synergy_HSA=11.2.